This data is from Forward reaction prediction with 1.9M reactions from USPTO patents (1976-2016). The task is: Predict the product of the given reaction. (1) Given the reactants [C:1]([C:3]1[CH:10]=[CH:9][C:6]([CH:7]=[O:8])=[CH:5][CH:4]=1)#[N:2].[CH:11]([Mg]Br)=[CH2:12], predict the reaction product. The product is: [C:1]([C:3]1[CH:10]=[CH:9][C:6]([CH:7]([OH:8])[CH:11]=[CH2:12])=[CH:5][CH:4]=1)#[N:2]. (2) Given the reactants [CH3:1][N:2]1[C:8](=[O:9])[N:7]([CH3:10])[C:5](=[O:6])[C:4]2[N:11]([CH2:14][CH2:15][N:16]3[CH2:21][CH2:20][N:19]([C:22]4[C:27]([Cl:28])=[CH:26][CH:25]=[CH:24][CH:23]=4)[CH2:18][CH2:17]3)[CH:12]=[N:13][C:3]1=2.[CH3:29][C:30]1[N:38]([C:39]([C:41]2[CH:42]=[CH:43][C:44]([Cl:47])=[CH:45][CH:46]=2)=[O:40])[C:37]2[CH:36]=[CH:35][C:34]([O:48][CH3:49])=[CH:33][C:32]=2[C:31]=1[CH2:50][C:51]([OH:53])=[O:52], predict the reaction product. The product is: [CH3:1][N:2]1[C:8](=[O:9])[N:7]([CH3:10])[C:5](=[O:6])[C:4]2[N:11]([CH2:14][CH2:15][N:16]3[CH2:21][CH2:20][N:19]([C:22]4[C:27]([Cl:28])=[CH:26][CH:25]=[CH:24][CH:23]=4)[CH2:18][CH2:17]3)[CH:12]=[N:13][C:3]1=2.[CH3:29][C:30]1[N:38]([C:39]([C:41]2[CH:42]=[CH:43][C:44]([Cl:47])=[CH:45][CH:46]=2)=[O:40])[C:37]2[CH:36]=[CH:35][C:34]([O:48][CH3:49])=[CH:33][C:32]=2[C:31]=1[CH2:50][C:51]([OH:53])=[O:52]. (3) The product is: [Cl:1][C:2]1[CH:3]=[C:4]([C:12]2[N:16]=[C:15]([C:17]3[CH:26]=[CH:25][CH:24]=[C:23]4[C:18]=3[CH2:19][CH2:20][N:21]([CH2:27][C:28]([OH:30])=[O:29])[CH2:22]4)[O:14][N:13]=2)[CH:5]=[CH:6][C:7]=1[O:8][CH:9]([CH3:10])[CH3:11]. Given the reactants [Cl:1][C:2]1[CH:3]=[C:4]([C:12]2[N:16]=[C:15]([C:17]3[CH:26]=[CH:25][CH:24]=[C:23]4[C:18]=3[CH2:19][CH2:20][N:21]([CH2:27][C:28]([O:30]C(C)(C)C)=[O:29])[CH2:22]4)[O:14][N:13]=2)[CH:5]=[CH:6][C:7]=1[O:8][CH:9]([CH3:11])[CH3:10].C([SiH](C(C)C)C(C)C)(C)C.C(O)(C(F)(F)F)=O, predict the reaction product.